Predict the reaction yield, written as a fraction of the theoretical maximum amount of product (1.0 means a 100% yield; for example, 0.34 means a 34% yield). From a dataset of Reaction yield outcomes from USPTO patents with 853,638 reactions. (1) The reactants are [H-].[Al+3].[Li+].[H-].[H-].[H-].[CH:7]([C@H:10]1[NH:15][C:14](=O)[CH2:13][O:12][CH2:11]1)([CH3:9])[CH3:8]. The catalyst is O1CCCC1. The product is [CH:7]([C@@H:10]1[CH2:11][O:12][CH2:13][CH2:14][NH:15]1)([CH3:9])[CH3:8]. The yield is 0.930. (2) The reactants are [NH2:1][CH:2]([CH2:6][C:7]1[CH:12]=[CH:11][C:10]([OH:13])=[CH:9][CH:8]=1)[C:3]([OH:5])=[O:4].Cl[C:15]1[N:20]=[C:19](Cl)[C:18]([N+:22]([O-:24])=[O:23])=[CH:17][N:16]=1.C([N:28]([CH2:32][CH3:33])[CH:29]([CH3:31])C)(C)C.[CH2:34](NCC)C.[CH2:39]1[CH2:43]OC[CH2:40]1. The catalyst is C(OCC)C. The product is [CH2:32]([N:28]([CH2:29][CH3:31])[C:15]1[N:20]=[C:19]([NH:1][CH:2]([CH2:6][C:7]2[CH:8]=[CH:9][C:10]([OH:13])=[CH:11][CH:12]=2)[C:3]([O:5][C:39]([CH3:40])([CH3:43])[CH3:34])=[O:4])[C:18]([N+:22]([O-:24])=[O:23])=[CH:17][N:16]=1)[CH3:33]. The yield is 0.670. (3) The reactants are Cl[C:2]1[C:7]([C:8]([NH2:10])=[O:9])=[CH:6][N:5]=[C:4]([Cl:11])[CH:3]=1.[OH:12][C:13]1[CH:18]=[CH:17][C:16]([NH:19][C:20](=[O:27])[C:21]2[CH:26]=[CH:25][CH:24]=[CH:23][CH:22]=2)=[CH:15][CH:14]=1.C(=O)([O-])[O-].[Cs+].[Cs+]. The catalyst is CN(C=O)C. The product is [C:20]([NH:19][C:16]1[CH:15]=[CH:14][C:13]([O:12][C:2]2[C:7]([C:8]([NH2:10])=[O:9])=[CH:6][N:5]=[C:4]([Cl:11])[CH:3]=2)=[CH:18][CH:17]=1)(=[O:27])[C:21]1[CH:22]=[CH:23][CH:24]=[CH:25][CH:26]=1. The yield is 0.944. (4) The reactants are C([O:3][C:4](=[O:48])[CH2:5][N:6]([S:33]([N:36]([C:38](=[O:47])[C:39]1[CH:44]=[CH:43][C:42]([O:45][CH3:46])=[CH:41][CH:40]=1)[CH3:37])(=[O:35])=[O:34])[CH2:7][C:8]1[CH:13]=[CH:12][CH:11]=[C:10]([O:14][CH2:15][CH2:16][C:17]2[N:18]=[C:19]([C:23]3[CH:28]=[CH:27][C:26]([C:29]([F:32])([F:31])[F:30])=[CH:25][CH:24]=3)[O:20][C:21]=2[CH3:22])[CH:9]=1)C.O.[OH-].[Li+]. No catalyst specified. The product is [C:38]([N:36]([S:33]([N:6]([CH2:5][C:4]([OH:48])=[O:3])[CH2:7][C:8]1[CH:13]=[CH:12][CH:11]=[C:10]([O:14][CH2:15][CH2:16][C:17]2[N:18]=[C:19]([C:23]3[CH:24]=[CH:25][C:26]([C:29]([F:32])([F:31])[F:30])=[CH:27][CH:28]=3)[O:20][C:21]=2[CH3:22])[CH:9]=1)(=[O:34])=[O:35])[CH3:37])(=[O:47])[C:39]1[CH:44]=[CH:43][C:42]([O:45][CH3:46])=[CH:41][CH:40]=1. The yield is 0.990. (5) The reactants are C(N1C=CN=C1)(N1C=CN=C1)=O.[C:13]([O:17][C:18]([NH:20][C:21]1([C:24]([OH:26])=O)[CH2:23][CH2:22]1)=[O:19])([CH3:16])([CH3:15])[CH3:14].C(N(CC)C(C)C)(C)C.[Br:36][C:37]1[C:38]([NH2:44])=[N:39][CH:40]=[C:41]([Br:43])[N:42]=1. The catalyst is CN(C)C=O.ClCCl.C(OCC)(=O)C. The product is [Br:36][C:37]1[C:38]([NH:44][C:24]([C:21]2([NH:20][C:18](=[O:19])[O:17][C:13]([CH3:14])([CH3:15])[CH3:16])[CH2:22][CH2:23]2)=[O:26])=[N:39][CH:40]=[C:41]([Br:43])[N:42]=1. The yield is 0.500. (6) The reactants are Br[C:2]1[CH:3]=[CH:4][C:5]2[C:11]3[S:12][C:13]([C:15]([N:17]([C:19]4[CH:24]=[C:23]([C:25]([N:27]5[CH2:30][C:29]([F:32])([F:31])[CH2:28]5)=[O:26])[CH:22]=[CH:21][C:20]=4[Cl:33])[CH3:18])=[O:16])=[CH:14][C:10]=3[CH2:9][CH2:8][O:7][C:6]=2[CH:34]=1.CC1(C)C2[C:57](=C(P(C3C=CC=CC=3)C3C=CC=CC=3)C=CC=2)[O:56]C2C(P(C3C=CC=CC=3)C3C=CC=CC=3)=CC=CC1=2.[CH3:77][NH2:78].Cl.C([O-])([O-])=O.[Na+].[Na+]. The catalyst is C1(C)C=CC=CC=1.CN(C=O)C.CC([O-])=O.CC([O-])=O.[Pd+2]. The product is [Cl:33][C:20]1[CH:21]=[CH:22][C:23]([C:25]([N:27]2[CH2:30][C:29]([F:32])([F:31])[CH2:28]2)=[O:26])=[CH:24][C:19]=1[N:17]([CH3:18])[C:15]([C:13]1[S:12][C:11]2[C:5]3[CH:4]=[CH:3][C:2]([C:57]([NH:78][CH3:77])=[O:56])=[CH:34][C:6]=3[O:7][CH2:8][CH2:9][C:10]=2[CH:14]=1)=[O:16]. The yield is 0.320. (7) The reactants are COCCOC[N:7]1[C:15](=[O:16])[C:14]2[N:13]=[C:12]([S:17][C:18]3[CH:23]=[C:22]([O:24][CH3:25])[CH:21]=[CH:20][C:19]=3[O:26][CH3:27])[N:11]([CH2:28][CH2:29][CH2:30][CH3:31])[C:10]=2[N:9]=C1.[OH-].[Na+].Cl. No catalyst specified. The product is [NH2:9][C:10]1[N:11]([CH2:28][CH2:29][CH2:30][CH3:31])[C:12]([S:17][C:18]2[CH:23]=[C:22]([O:24][CH3:25])[CH:21]=[CH:20][C:19]=2[O:26][CH3:27])=[N:13][C:14]=1[C:15]([NH2:7])=[O:16]. The yield is 0.210. (8) The reactants are [CH:1]([O:4][C:5]1[CH:6]=[C:7]([CH:20]=[C:21]([CH2:23][OH:24])[CH:22]=1)[C:8]([NH:10][C:11]1[CH:16]=[CH:15][C:14]([C:17]([OH:19])=[O:18])=[CH:13][N:12]=1)=[O:9])([CH3:3])[CH3:2].CC(OI1(OC(C)=O)(OC(C)=O)OC(=O)C2C=CC=CC1=2)=[O:27].C(=O)([O-])[O-].[K+].[K+]. The catalyst is C1COCC1. The product is [CH:1]([O:4][C:5]1[CH:6]=[C:7]([CH:20]=[C:21]([C:23]([OH:27])=[O:24])[CH:22]=1)[C:8]([NH:10][C:11]1[CH:16]=[CH:15][C:14]([C:17]([OH:19])=[O:18])=[CH:13][N:12]=1)=[O:9])([CH3:3])[CH3:2]. The yield is 0.930. (9) The reactants are [N+:1]([C:4]1[CH:10]=[C:9]([O:11][C:12]([F:15])([F:14])[F:13])[CH:8]=[CH:7][C:5]=1N)([O-])=O.[C:16]([CH2:18]C(OCC1C=CC=CC=1)=O)#N.C([O-])([O-])=O.[K+].[K+]. The catalyst is C(#N)C.CN(C=O)C. The product is [F:13][C:12]([F:15])([F:14])[O:11][C:9]1[CH:10]=[C:4]2[C:5]([CH:16]=[CH:18][NH:1]2)=[CH:7][CH:8]=1. The yield is 0.630.